Dataset: NCI-60 drug combinations with 297,098 pairs across 59 cell lines. Task: Regression. Given two drug SMILES strings and cell line genomic features, predict the synergy score measuring deviation from expected non-interaction effect. (1) Drug 1: C1CN1C2=NC(=NC(=N2)N3CC3)N4CC4. Drug 2: C1C(C(OC1N2C=NC3=C2NC=NCC3O)CO)O. Cell line: T-47D. Synergy scores: CSS=36.2, Synergy_ZIP=-2.27, Synergy_Bliss=1.74, Synergy_Loewe=-1.11, Synergy_HSA=2.53. (2) Drug 1: C1=CC=C(C=C1)NC(=O)CCCCCCC(=O)NO. Drug 2: CC(C)NC(=O)C1=CC=C(C=C1)CNNC.Cl. Cell line: SK-MEL-5. Synergy scores: CSS=19.7, Synergy_ZIP=-5.53, Synergy_Bliss=0.282, Synergy_Loewe=-14.9, Synergy_HSA=-2.20. (3) Drug 1: CCCS(=O)(=O)NC1=C(C(=C(C=C1)F)C(=O)C2=CNC3=C2C=C(C=N3)C4=CC=C(C=C4)Cl)F. Drug 2: COC1=C2C(=CC3=C1OC=C3)C=CC(=O)O2. Cell line: A549. Synergy scores: CSS=0.732, Synergy_ZIP=-0.175, Synergy_Bliss=-1.12, Synergy_Loewe=-3.02, Synergy_HSA=-2.87. (4) Drug 1: CC1CCC2CC(C(=CC=CC=CC(CC(C(=O)C(C(C(=CC(C(=O)CC(OC(=O)C3CCCCN3C(=O)C(=O)C1(O2)O)C(C)CC4CCC(C(C4)OC)OCCO)C)C)O)OC)C)C)C)OC. Drug 2: CN1C2=C(C=C(C=C2)N(CCCl)CCCl)N=C1CCCC(=O)O.Cl. Cell line: SK-MEL-5. Synergy scores: CSS=20.7, Synergy_ZIP=-7.47, Synergy_Bliss=-10.5, Synergy_Loewe=-7.00, Synergy_HSA=-7.00. (5) Cell line: ACHN. Synergy scores: CSS=49.7, Synergy_ZIP=0.824, Synergy_Bliss=2.81, Synergy_Loewe=-17.0, Synergy_HSA=3.07. Drug 1: C1CCC(C1)C(CC#N)N2C=C(C=N2)C3=C4C=CNC4=NC=N3. Drug 2: CN(CC1=CN=C2C(=N1)C(=NC(=N2)N)N)C3=CC=C(C=C3)C(=O)NC(CCC(=O)O)C(=O)O. (6) Drug 1: CC1CCC2CC(C(=CC=CC=CC(CC(C(=O)C(C(C(=CC(C(=O)CC(OC(=O)C3CCCCN3C(=O)C(=O)C1(O2)O)C(C)CC4CCC(C(C4)OC)OCCO)C)C)O)OC)C)C)C)OC. Drug 2: CC1C(C(CC(O1)OC2CC(CC3=C2C(=C4C(=C3O)C(=O)C5=CC=CC=C5C4=O)O)(C(=O)C)O)N)O. Cell line: HT29. Synergy scores: CSS=42.6, Synergy_ZIP=-1.53, Synergy_Bliss=1.90, Synergy_Loewe=5.97, Synergy_HSA=6.84. (7) Drug 2: COC1=NC(=NC2=C1N=CN2C3C(C(C(O3)CO)O)O)N. Synergy scores: CSS=-0.106, Synergy_ZIP=-0.483, Synergy_Bliss=-0.780, Synergy_Loewe=-6.49, Synergy_HSA=-3.48. Cell line: HT29. Drug 1: CN1CCC(CC1)COC2=C(C=C3C(=C2)N=CN=C3NC4=C(C=C(C=C4)Br)F)OC. (8) Drug 1: C1=CC=C(C=C1)NC(=O)CCCCCCC(=O)NO. Drug 2: C1CN(P(=O)(OC1)NCCCl)CCCl. Cell line: ACHN. Synergy scores: CSS=5.71, Synergy_ZIP=-1.43, Synergy_Bliss=0.0979, Synergy_Loewe=-18.7, Synergy_HSA=-5.25.